Predict the reactants needed to synthesize the given product. From a dataset of Full USPTO retrosynthesis dataset with 1.9M reactions from patents (1976-2016). Given the product [CH3:24][O:25][C:26](=[O:29])[CH2:27][N:13]1[CH:12]=[N:11][C:10]2[C:14]1=[N:15][CH:16]=[N:17][C:9]=2[O:8][CH2:1][C:2]1[CH:7]=[CH:6][CH:5]=[CH:4][CH:3]=1, predict the reactants needed to synthesize it. The reactants are: [CH2:1]([O:8][C:9]1[N:17]=[CH:16][N:15]=[C:14]2[C:10]=1[NH:11][CH:12]=[N:13]2)[C:2]1[CH:7]=[CH:6][CH:5]=[CH:4][CH:3]=1.C(=O)([O-])[O-].[K+].[K+].[CH3:24][O:25][C:26](=[O:29])[CH2:27]Br.O.